Dataset: Forward reaction prediction with 1.9M reactions from USPTO patents (1976-2016). Task: Predict the product of the given reaction. (1) The product is: [N:48]([C@:51]1([C:68]([O:70][CH2:71][C:72](=[O:79])[C:73]2[CH:74]=[CH:75][CH:76]=[CH:77][CH:78]=2)=[O:69])[C@@H:55]([CH2:56][CH2:57][CH2:58][B:59]2[O:60][C:61]([CH3:67])([CH3:66])[C:62]([CH3:65])([CH3:64])[O:63]2)[CH2:54][N:53]([C:21](=[O:22])[C@H:9]([CH2:10][C:11]2[CH:16]=[CH:15][C:14]([C:17]([F:18])([F:19])[F:20])=[CH:13][CH:12]=2)[NH:8][C:6]([O:5][C:1]([CH3:3])([CH3:4])[CH3:2])=[O:7])[CH2:52]1)=[N+:49]=[N-:50]. Given the reactants [C:1]([O:5][C:6]([NH:8][C@H:9]([C:21](O)=[O:22])[CH2:10][C:11]1[CH:16]=[CH:15][C:14]([C:17]([F:20])([F:19])[F:18])=[CH:13][CH:12]=1)=[O:7])([CH3:4])([CH3:3])[CH3:2].O.ON1C2C=CC=CC=2N=N1.Cl.CN(C)CCCN=C=NCC.Cl.[N:48]([C@:51]1([C:68]([O:70][CH2:71][C:72](=[O:79])[C:73]2[CH:78]=[CH:77][CH:76]=[CH:75][CH:74]=2)=[O:69])[C@@H:55]([CH2:56][CH2:57][CH2:58][B:59]2[O:63][C:62]([CH3:65])([CH3:64])[C:61]([CH3:67])([CH3:66])[O:60]2)[CH2:54][NH:53][CH2:52]1)=[N+:49]=[N-:50].CCN(CC)CC, predict the reaction product. (2) Given the reactants [CH3:1][CH:2]([C:5]([C:7]1[CH:8]=[N:9][N:10]([CH3:12])[CH:11]=1)=O)[C:3]#[N:4].Cl.[C:14]1([NH:20][NH2:21])[CH:19]=[CH:18][CH:17]=[CH:16][CH:15]=1, predict the reaction product. The product is: [CH3:12][N:10]1[CH:11]=[C:7]([C:5]2[C:2]([CH3:1])=[C:3]([NH2:4])[N:20]([C:14]3[CH:19]=[CH:18][CH:17]=[CH:16][CH:15]=3)[N:21]=2)[CH:8]=[N:9]1. (3) Given the reactants [N-:1]=[N+:2]=[N-:3].[Na+].[C:5]([O:9][C:10](=[O:24])[NH:11][C@H:12]1[CH2:17][CH2:16][C@H:15]([CH2:18]OS(C)(=O)=O)[CH2:14][CH2:13]1)([CH3:8])([CH3:7])[CH3:6], predict the reaction product. The product is: [C:5]([O:9][C:10](=[O:24])[NH:11][C@H:12]1[CH2:13][CH2:14][C@H:15]([CH2:18][N:1]=[N+:2]=[N-:3])[CH2:16][CH2:17]1)([CH3:8])([CH3:6])[CH3:7]. (4) Given the reactants F[C:2]1[CH:3]=[CH:4][C:5]2[N:6]([C:8]([CH2:18][C:19]3[N:20]([CH3:24])[CH:21]=[CH:22][N:23]=3)=[C:9]([C:11]3[CH:16]=[CH:15][C:14](F)=[CH:13][CH:12]=3)[N:10]=2)[CH:7]=1.[Cl:25]C1C=CC(C2N=C3C=CC=CN3C=2C=O)=CC=1.CN1C=CN=C1, predict the reaction product. The product is: [Cl:25][C:14]1[CH:15]=[CH:16][C:11]([C:9]2[N:10]=[C:5]3[CH:4]=[CH:3][CH:2]=[CH:7][N:6]3[C:8]=2[CH2:18][C:19]2[N:20]([CH3:24])[CH:21]=[CH:22][N:23]=2)=[CH:12][CH:13]=1.